Dataset: Full USPTO retrosynthesis dataset with 1.9M reactions from patents (1976-2016). Task: Predict the reactants needed to synthesize the given product. (1) Given the product [ClH:16].[CH3:12][C:11]1[N:5]=[C:3]([OH:4])[N+:2]([O-:1])=[C:9]([CH2:8][CH:7]([CH3:15])[CH3:6])[CH:10]=1, predict the reactants needed to synthesize it. The reactants are: [OH:1][NH:2][C:3]([NH2:5])=[O:4].[CH3:6][CH:7]([CH3:15])[CH2:8][C:9](=O)[CH2:10][C:11](=O)[CH3:12].[Cl-:16].[NH4+]. (2) Given the product [C:38]([C:37]1[CH:40]=[CH:41][C:34]([N:33]([C:8]2[CH:7]=[CH:19][CH:18]=[C:10]([N:11]3[C:12]4[CH:13]=[CH:14][C:15]([C:20]5[CH:25]=[CH:24][CH:23]=[CH:22][CH:21]=5)=[CH:16][C:17]=4[C:27]4[C:26]3=[CH:31][CH:30]=[C:29]([C:53]3[CH:51]=[CH:54][CH:18]=[CH:10][CH:9]=3)[CH:28]=4)[CH:9]=2)[C:57]2[CH:55]=[CH:58][CH:8]=[CH:7][CH:19]=2)=[CH:35][CH:36]=1)#[N:39], predict the reactants needed to synthesize it. The reactants are: C1([C:7]2[CH:8]=[CH:9][C:10]3[N:11]([C:26]4[CH:27]=[C:28](Br)[CH:29]=[CH:30][CH:31]=4)[C:12]4[C:17]([C:18]=3[CH:19]=2)=[CH:16][C:15]([C:20]2[CH:25]=[CH:24][CH:23]=[CH:22][CH:21]=2)=[CH:14][CH:13]=4)C=CC=CC=1.[NH2:33][C:34]1[CH:41]=[CH:40][C:37]([C:38]#[N:39])=[CH:36][CH:35]=1.C(P([C:51]([CH3:54])([CH3:53])C)C(C)(C)C)(C)(C)C.[C:55](O[Na])([CH3:58])([CH3:57])C. (3) Given the product [F:1][C:2]1[CH:7]=[C:6]([CH3:8])[C:5]([S:9][CH2:11][C:12]([F:14])([F:13])[F:15])=[CH:4][C:3]=1[N:16]1[C:20]([CH:21]=[O:22])=[CH:19][C:18]([O:23][CH2:24][C:25]([F:30])([F:31])[C:26]([F:27])([F:28])[F:29])=[N:17]1, predict the reactants needed to synthesize it. The reactants are: [F:1][C:2]1[CH:7]=[C:6]([CH3:8])[C:5]([S:9]([CH2:11][C:12]([F:15])([F:14])[F:13])=O)=[CH:4][C:3]=1[N:16]1[C:20]([CH2:21][OH:22])=[CH:19][C:18]([O:23][CH2:24][C:25]([F:31])([F:30])[C:26]([F:29])([F:28])[F:27])=[N:17]1. (4) Given the product [CH2:7]([NH:9][C:10](=[O:18])[C:11]1[CH:16]=[CH:15][CH:14]=[CH:13][C:12]=1[O:4][C:2]([CH3:5])([CH3:3])[CH3:1])[CH3:8], predict the reactants needed to synthesize it. The reactants are: [CH3:1][C:2]([CH3:5])([O-:4])[CH3:3].[K+].[CH2:7]([NH:9][C:10](=[O:18])[C:11]1[CH:16]=[CH:15][CH:14]=[CH:13][C:12]=1I)[CH3:8]. (5) Given the product [Cl:1][C:2]1[C:3]([C:4]([C:18]2[NH:17][C:16]([CH3:15])=[CH:20][C:19]=2[CH3:21])=[O:5])=[CH:7][CH:8]=[CH:9][N:10]=1, predict the reactants needed to synthesize it. The reactants are: [Cl:1][C:2]1[N:10]=[CH:9][CH:8]=[CH:7][C:3]=1[C:4](Cl)=[O:5].[Cl-].[Al+3].[Cl-].[Cl-].[CH3:15][C:16]1[NH:17][CH:18]=[C:19]([CH3:21])[CH:20]=1. (6) The reactants are: [C:1]([O:5][C:6](=[O:26])[NH:7][C@H:8]([CH2:13][NH:14][C:15]1[CH:24]=[CH:23][C:22]2[C:17](=[CH:18][CH:19]=[C:20](Br)[CH:21]=2)[CH:16]=1)[C@@H:9]([CH3:12])[CH2:10][CH3:11])([CH3:4])([CH3:3])[CH3:2].[CH:27]1(B2OC(C)(C)C(C)(C)O2)[CH2:29][CH2:28]1.[O-]P([O-])([O-])=O.[K+].[K+].[K+].COCCOC. Given the product [C:1]([O:5][C:6](=[O:26])[NH:7][C@H:8]([CH2:13][NH:14][C:15]1[CH:24]=[CH:23][C:22]2[C:17](=[CH:18][CH:19]=[C:20]([CH:27]3[CH2:29][CH2:28]3)[CH:21]=2)[CH:16]=1)[C@@H:9]([CH3:12])[CH2:10][CH3:11])([CH3:4])([CH3:3])[CH3:2], predict the reactants needed to synthesize it. (7) Given the product [CH2:1]([O:3][C:4]([C:6]1[C:10]([CH:11]=[CH:12][C:13]2[CH:18]=[CH:17][CH:16]=[CH:15][CH:14]=2)=[CH:9][S:8][C:7]=1[NH2:19])=[O:5])[CH3:2], predict the reactants needed to synthesize it. The reactants are: [CH2:1]([O:3][C:4]([C:6]1[C:10]([CH:11]=[CH:12][C:13]2[CH:18]=[CH:17][CH:16]=[CH:15][CH:14]=2)=[CH:9][S:8][C:7]=1[NH:19]C(OC(C)(C)C)=O)=[O:5])[CH3:2].FC(F)(F)C(O)=O.C([O-])(O)=O.[Na+]. (8) Given the product [CH2:9]([O:8][CH:7]([O:11][CH2:12][CH3:13])[C:5]1[S:4][C:3]([N+:14]([O-:16])=[O:15])=[C:2]([O:18][CH3:17])[CH:6]=1)[CH3:10], predict the reactants needed to synthesize it. The reactants are: Br[C:2]1[CH:6]=[C:5]([CH:7]([O:11][CH2:12][CH3:13])[O:8][CH2:9][CH3:10])[S:4][C:3]=1[N+:14]([O-:16])=[O:15].[CH3:17][OH:18].C[O-].[Na+]. (9) Given the product [CH3:1][C@H:2]1[NH:7][C:6](=[O:8])[C@@H:5]([NH:9][C:10](=[O:16])[O:11][C:12]([CH3:14])([CH3:15])[CH3:13])[CH2:4][C@H:3]1[C:17]1[C:22]([F:23])=[CH:21][CH:20]=[C:19]([F:24])[C:18]=1[F:25], predict the reactants needed to synthesize it. The reactants are: [CH3:1][C@H:2]1[NH:7][C:6](=[O:8])[CH:5]([NH:9][C:10](=[O:16])[O:11][C:12]([CH3:15])([CH3:14])[CH3:13])[CH2:4][C@H:3]1[C:17]1[C:22]([F:23])=[CH:21][CH:20]=[C:19]([F:24])[C:18]=1[F:25].C(O[K])(C)(C)C.